From a dataset of Reaction yield outcomes from USPTO patents with 853,638 reactions. Predict the reaction yield, written as a fraction of the theoretical maximum amount of product (1.0 means a 100% yield; for example, 0.34 means a 34% yield). (1) The reactants are [CH:1]([O:4][C:5]1[CH:10]=[CH:9][C:8]([C:11]2[N:15]([CH3:16])[N:14]=[CH:13][C:12]=2[CH:17]=O)=[CH:7][CH:6]=1)([CH3:3])[CH3:2].[CH3:19][N:20]([CH2:28][CH2:29][NH:30][CH3:31])[C:21](=[O:27])[O:22][C:23]([CH3:26])([CH3:25])[CH3:24].[BH3-]C#N.[Na+].O. The catalyst is CO.[Cl-].[Cl-].[Zn+2]. The product is [CH:1]([O:4][C:5]1[CH:6]=[CH:7][C:8]([C:11]2[N:15]([CH3:16])[N:14]=[CH:13][C:12]=2[CH2:17][N:30]([CH3:31])[CH2:29][CH2:28][N:20]([CH3:19])[C:21](=[O:27])[O:22][C:23]([CH3:24])([CH3:25])[CH3:26])=[CH:9][CH:10]=1)([CH3:2])[CH3:3]. The yield is 0.330. (2) The reactants are C([N:4]1[C:12]2[C:7](=[CH:8][CH:9]=[C:10]([NH:13][C:14]([C:16]3[C:25](=[O:26])[C:24]4[C:19](=[CH:20][CH:21]=[CH:22][CH:23]=4)[NH:18][CH:17]=3)=[O:15])[CH:11]=2)[CH2:6][CH2:5]1)(=O)C.[OH-].[Na+]. The catalyst is C(O)C. The product is [NH:4]1[C:12]2[C:7](=[CH:8][CH:9]=[C:10]([NH:13][C:14]([C:16]3[C:25](=[O:26])[C:24]4[C:19](=[CH:20][CH:21]=[CH:22][CH:23]=4)[NH:18][CH:17]=3)=[O:15])[CH:11]=2)[CH2:6][CH2:5]1. The yield is 0.200.